Dataset: Forward reaction prediction with 1.9M reactions from USPTO patents (1976-2016). Task: Predict the product of the given reaction. (1) Given the reactants [CH3:1][C:2]1[NH:6][C:5]2[CH:7]=[C:8]([O:12][CH2:13][C:14]3[CH:23]=[CH:22][CH:21]=[CH:20][C:15]=3[C:16]([O:18][CH3:19])=[O:17])[CH:9]=[C:10]([CH3:11])[C:4]=2[N:3]=1.Cl[CH2:25][C:26]1[CH:31]=[CH:30][C:29]([Cl:32])=[CH:28][C:27]=1[Cl:33], predict the reaction product. The product is: [Cl:33][C:27]1[CH:28]=[C:29]([Cl:32])[CH:30]=[CH:31][C:26]=1[CH2:25][N:6]1[C:5]2[CH:7]=[C:8]([O:12][CH2:13][C:14]3[CH:23]=[CH:22][CH:21]=[CH:20][C:15]=3[C:16]([O:18][CH3:19])=[O:17])[CH:9]=[C:10]([CH3:11])[C:4]=2[N:3]=[C:2]1[CH3:1]. (2) Given the reactants [Cl:1][C:2]1[CH:7]=[C:6]([Cl:8])[N:5]=[C:4]([NH2:9])[N:3]=1.C([O-])(=O)C.[Na+].[Br:15]Br, predict the reaction product. The product is: [NH2:9][C:4]1[N:5]=[C:6]([Cl:8])[C:7]([Br:15])=[C:2]([Cl:1])[N:3]=1. (3) Given the reactants [BH4-].[Na+].[Cl:3][C:4]1[CH:27]=[CH:26][C:7]([C:8]([C:10]2[CH:11]=[C:12]3[C:17](=[CH:18][CH:19]=2)[NH:16][C:15](=[O:20])[CH:14]=[C:13]3[N:21]2[CH:25]=[CH:24][N:23]=[CH:22]2)=[O:9])=[CH:6][CH:5]=1.O, predict the reaction product. The product is: [Cl:3][C:4]1[CH:27]=[CH:26][C:7]([CH:8]([OH:9])[C:10]2[CH:11]=[C:12]3[C:17](=[CH:18][CH:19]=2)[NH:16][C:15](=[O:20])[CH:14]=[C:13]3[N:21]2[CH:25]=[CH:24][N:23]=[CH:22]2)=[CH:6][CH:5]=1.